From a dataset of Forward reaction prediction with 1.9M reactions from USPTO patents (1976-2016). Predict the product of the given reaction. (1) Given the reactants [N:1]12[CH2:8][C:5]([C:9]3[O:10][C:11]4[C:17]([C:18]([O:20]C)=O)=[CH:16][CH:15]=[CH:14][C:12]=4[N:13]=3)([CH2:6][CH2:7]1)[CH2:4][CH2:3][CH2:2]2.[NH3:22], predict the reaction product. The product is: [N:1]12[CH2:8][C:5]([C:9]3[O:10][C:11]4[C:17]([C:18]([NH2:22])=[O:20])=[CH:16][CH:15]=[CH:14][C:12]=4[N:13]=3)([CH2:6][CH2:7]1)[CH2:4][CH2:3][CH2:2]2. (2) Given the reactants [Na].[S:2]([C:6]1[CH:7]=[C:8]([C:16]([O:18][CH3:19])=[O:17])[CH:9]=[C:10]([CH:15]=1)[C:11]([O:13][CH3:14])=[O:12])([OH:5])(=[O:4])=[O:3].[Na].[Cl-].[Ca+2:22].[Cl-], predict the reaction product. The product is: [Ca:22].[S:2]([C:6]1[CH:15]=[C:10]([C:11]([O:13][CH3:14])=[O:12])[CH:9]=[C:8]([CH:7]=1)[C:16]([O:18][CH3:19])=[O:17])([OH:5])(=[O:4])=[O:3]. (3) The product is: [Cl:1][C:2]1[O:3][C:4]2[CH:10]=[CH:9][C:8]([C:11]([CH2:30][CH3:31])=[C:12]([C:23]3[CH:28]=[CH:27][C:26]([OH:29])=[CH:25][CH:24]=3)[C:13]3[CH:18]=[CH:17][C:16]([O:19][CH2:20][CH2:21][NH:33][CH3:32])=[CH:15][CH:14]=3)=[CH:7][C:5]=2[CH:6]=1. Given the reactants [Cl:1][C:2]1[O:3][C:4]2[CH:10]=[CH:9][C:8]([C:11]([CH2:30][CH3:31])=[C:12]([C:23]3[CH:28]=[CH:27][C:26]([OH:29])=[CH:25][CH:24]=3)[C:13]3[CH:18]=[CH:17][C:16]([O:19][CH2:20][CH2:21]Cl)=[CH:15][CH:14]=3)=[CH:7][C:5]=2[CH:6]=1.[CH3:32][NH2:33], predict the reaction product. (4) Given the reactants Br[C:2]1[CH:7]=[CH:6][C:5]([Cl:8])=[CH:4][C:3]=1[N+:9]([O-:11])=[O:10].[C:12]([C:14]1[CH:19]=[CH:18][C:17]([OH:20])=[CH:16][CH:15]=1)#[N:13].C([O-])([O-])=O.[K+].[K+].O, predict the reaction product. The product is: [Cl:8][C:5]1[CH:6]=[CH:7][C:2]([O:20][C:17]2[CH:18]=[CH:19][C:14]([C:12]#[N:13])=[CH:15][CH:16]=2)=[C:3]([N+:9]([O-:11])=[O:10])[CH:4]=1. (5) Given the reactants [CH3:1][C:2]1[C:6]2[C:7]([OH:13])=[C:8]([CH2:11][CH3:12])[CH:9]=[CH:10][C:5]=2[O:4][C:3]=1[C:14]([O:16][CH2:17][CH3:18])=[O:15].Br[CH:20]([CH3:22])[CH3:21], predict the reaction product. The product is: [CH2:17]([O:16][C:14]([C:3]1[O:4][C:5]2[CH:10]=[CH:9][C:8]([CH2:11][CH3:12])=[C:7]([O:13][CH:20]([CH3:22])[CH3:21])[C:6]=2[C:2]=1[CH3:1])=[O:15])[CH3:18]. (6) Given the reactants [Cl:1][C:2]1[CH:7]=[CH:6][C:5]([C:8]2[C:9]([CH:15]=[O:16])=[CH:10][C:11]([OH:14])=[CH:12][CH:13]=2)=[CH:4][CH:3]=1.Br[CH2:18][CH2:19][O:20][Si:21]([C:24]([CH3:27])([CH3:26])[CH3:25])([CH3:23])[CH3:22].C(=O)([O-])[O-].[Cs+].[Cs+], predict the reaction product. The product is: [Si:21]([O:20][CH2:19][CH2:18][O:14][C:11]1[CH:10]=[C:9]([CH:15]=[O:16])[C:8]([C:5]2[CH:4]=[CH:3][C:2]([Cl:1])=[CH:7][CH:6]=2)=[CH:13][CH:12]=1)([C:24]([CH3:27])([CH3:26])[CH3:25])([CH3:23])[CH3:22]. (7) Given the reactants C([Li])CCC.C(N[CH:10]([CH3:12])[CH3:11])(C)C.C(N([CH2:23][CH3:24])CCN(CC)CC)C.[C:25]([O:32][CH2:33][CH3:34])(=[O:31])[C:26](OCC)=O.C(O)(=O)C[C:37]([CH2:42][C:43]([OH:45])=[O:44])(C(O)=O)[OH:38].[O:48]1[CH2:52]CC[CH2:49]1, predict the reaction product. The product is: [CH2:33]([O:32][C:25]([C:26]1[O:45][C:43](=[O:44])[C:42]2[C:24]([CH:23]=1)=[CH:11][CH:10]=[CH:12][C:37]=2[O:38][CH2:49][O:48][CH3:52])=[O:31])[CH3:34]. (8) Given the reactants [CH2:1]([N:8]1[CH2:12][C@@H:11]([CH2:13][OH:14])[C@H:10]([CH2:15][OH:16])[CH2:9]1)[C:2]1[CH:7]=[CH:6][CH:5]=[CH:4][CH:3]=1.[H-].[Na+].CS(O[CH2:24][CH2:25][CH2:26][CH2:27][CH2:28][CH2:29][CH2:30][CH2:31]/[CH:32]=[CH:33]\[CH2:34][CH2:35][CH2:36][CH2:37][CH2:38][CH3:39])(=O)=O.[Cl-].[NH4+], predict the reaction product. The product is: [CH2:1]([N:8]1[CH2:12][C@@H:11]([CH2:13][O:14][CH2:24][CH2:25][CH2:26][CH2:27][CH2:28][CH2:29][CH2:30][CH2:31]/[CH:32]=[CH:33]\[CH2:34][CH2:35][CH2:36][CH2:37][CH2:38][CH3:39])[C@H:10]([CH2:15][O:16][CH2:39][CH2:38][CH2:37][CH2:36][CH2:35][CH2:34][CH2:33][CH2:32]/[CH:31]=[CH:30]\[CH2:29][CH2:28][CH2:27][CH2:26][CH2:25][CH3:24])[CH2:9]1)[C:2]1[CH:3]=[CH:4][CH:5]=[CH:6][CH:7]=1. (9) Given the reactants [OH2:1].[OH-:2].[Li+].C(OC)(=O)[CH2:5][SH:6].[C:10]([O:15][CH2:16][CH3:17])(=O)/[CH:11]=[CH:12]/[CH3:13].[CH3:18]N(C=O)C, predict the reaction product. The product is: [O:1]=[C:12]1[CH:13]([CH3:18])[S:6][CH2:5][CH:11]1[C:10]([O:15][CH2:16][CH3:17])=[O:2].